This data is from Forward reaction prediction with 1.9M reactions from USPTO patents (1976-2016). The task is: Predict the product of the given reaction. Given the reactants [CH3:1][O:2][C:3]([C:5]1[C:9]([N+:10]([O-])=O)=[CH:8][NH:7][N:6]=1)=[O:4], predict the reaction product. The product is: [CH3:1][O:2][C:3]([C:5]1[C:9]([NH2:10])=[CH:8][NH:7][N:6]=1)=[O:4].